Dataset: Full USPTO retrosynthesis dataset with 1.9M reactions from patents (1976-2016). Task: Predict the reactants needed to synthesize the given product. (1) Given the product [CH3:30][C:31]1([CH3:1])[C:33]2[S:22][C:21]([NH:20][C:18](=[O:19])[O:17][C:13]([CH3:14])([CH3:15])[CH3:16])=[N:25][C:24]=2[C:26](=[O:27])[O:32]1, predict the reactants needed to synthesize it. The reactants are: [CH:1](NC(C)C)(C)C.C([Li])CCC.[C:13]([O:17][C:18]([NH:20][C:21]1[S:22]C=[C:24]([C:26](OC)=[O:27])[N:25]=1)=[O:19])([CH3:16])([CH3:15])[CH3:14].[CH3:30][C:31]([CH3:33])=[O:32]. (2) The reactants are: [CH3:1][O:2][C:3]1[C:4](=[O:25])[C:5]([CH3:24])=[C:6]([CH2:12][C:13]2[CH:18]=[CH:17][CH:16]=[CH:15][C:14]=2[CH2:19][CH2:20][C:21]([OH:23])=O)[C:7](=[O:11])[C:8]=1[O:9][CH3:10].[CH:26]([NH2:29])([CH3:28])[CH3:27]. Given the product [CH3:1][O:2][C:3]1[C:4](=[O:25])[C:5]([CH3:24])=[C:6]([CH2:12][C:13]2[CH:18]=[CH:17][CH:16]=[CH:15][C:14]=2[CH2:19][CH2:20][C:21]([NH:29][CH:26]([CH3:28])[CH3:27])=[O:23])[C:7](=[O:11])[C:8]=1[O:9][CH3:10], predict the reactants needed to synthesize it. (3) Given the product [OH:25][CH:17]([CH2:18][N:19]1[CH2:24][CH2:23][CH2:22][CH2:21][CH2:20]1)[CH2:16][NH:15][C:11]([C:10]1[C:9]2[CH2:8][CH2:7][CH2:6][C:5](=[O:14])[C:4]=2[NH:3][C:2]=1[CH3:1])=[O:13], predict the reactants needed to synthesize it. The reactants are: [CH3:1][C:2]1[NH:3][C:4]2[C:5](=[O:14])[CH2:6][CH2:7][CH2:8][C:9]=2[C:10]=1[C:11]([OH:13])=O.[NH2:15][CH2:16][CH:17]([OH:25])[CH2:18][N:19]1[CH2:24][CH2:23][CH2:22][CH2:21][CH2:20]1. (4) Given the product [N:12]1[C:11]2[NH:15][CH:16]=[CH:17][C:10]=2[C:9]([N:7]2[CH2:8][C:3]3([CH2:1][CH2:2]3)[N:4]([S:18]([NH2:21])(=[O:20])=[O:19])[CH2:5][CH2:6]2)=[N:14][CH:13]=1, predict the reactants needed to synthesize it. The reactants are: [CH2:1]1[C:3]2([CH2:8][N:7]([C:9]3[C:10]4[CH:17]=[CH:16][NH:15][C:11]=4[N:12]=[CH:13][N:14]=3)[CH2:6][CH2:5][NH:4]2)[CH2:2]1.[S:18](N)([NH2:21])(=[O:20])=[O:19]. (5) The reactants are: [N:1]1([CH2:7][CH2:8][CH2:9][O:10][C:11]2[CH:21]=[CH:20][C:14]3[CH2:15][CH2:16][NH:17][CH2:18][CH2:19][C:13]=3[CH:12]=2)[CH2:6][CH2:5][CH2:4][CH2:3][CH2:2]1.CCN(C(C)C)C(C)C.C(N(CC)CC)C.[C:38](OC(=O)C)(=[O:40])[CH3:39]. Given the product [N:1]1([CH2:7][CH2:8][CH2:9][O:10][C:11]2[CH:21]=[CH:20][C:14]3[CH2:15][CH2:16][N:17]([C:38](=[O:40])[CH3:39])[CH2:18][CH2:19][C:13]=3[CH:12]=2)[CH2:2][CH2:3][CH2:4][CH2:5][CH2:6]1, predict the reactants needed to synthesize it. (6) Given the product [Cl:1][C:2]1[CH:7]=[CH:6][CH:5]=[C:4]([Cl:8])[C:3]=1[NH:9][C:10]([NH:12][C:13]1[C:14]([C:23]([NH:25][C:26]2([C:33]([OH:35])=[O:34])[CH2:27][CH2:28][C:29](=[O:32])[CH2:30][CH2:31]2)=[O:24])=[CH:15][C:16]2[C:21]([CH:22]=1)=[CH:20][CH:19]=[CH:18][CH:17]=2)=[O:11], predict the reactants needed to synthesize it. The reactants are: [Cl:1][C:2]1[CH:7]=[CH:6][CH:5]=[C:4]([Cl:8])[C:3]=1[NH:9][C:10]([NH:12][C:13]1[C:14]([C:23]([NH:25][C:26]2([C:33]([O:35]C)=[O:34])[CH2:31][CH2:30][C:29](=[O:32])[CH2:28][CH2:27]2)=[O:24])=[CH:15][C:16]2[C:21]([CH:22]=1)=[CH:20][CH:19]=[CH:18][CH:17]=2)=[O:11].Cl.C(Cl)Cl.